Dataset: Reaction yield outcomes from USPTO patents with 853,638 reactions. Task: Predict the reaction yield, written as a fraction of the theoretical maximum amount of product (1.0 means a 100% yield; for example, 0.34 means a 34% yield). The reactants are [CH2:1]([O:4][C:5]1([CH3:48])[CH2:10][CH2:9][N:8]([C:11]2[N:16]3[N:17]=[C:18]([CH2:20][N:21]4[CH:25]=[C:24]([C:26]5[CH:31]=[CH:30][CH:29]=[C:28]([O:32][CH2:33]C=C)[CH:27]=5)[N:23]=[N:22]4)[CH:19]=[C:15]3[N:14]=[C:13]([CH3:36])[C:12]=2[C@H:37]([O:43][C:44]([CH3:47])([CH3:46])[CH3:45])[C:38]([O:40]CC)=[O:39])[CH2:7][CH2:6]1)[CH:2]=[CH2:3].[OH-].[Na+]. The catalyst is ClCCCl.CC1C=C(C)C(N2C(=[Ru](Cl)(Cl)=CC3C=CC=CC=3OC(C)C)N(C3C(C)=CC(C)=CC=3C)CC2)=C(C)C=1.CO.[Pd]. The product is [C:44]([O:43][C@@H:37]([C:12]1[C:13]([CH3:36])=[N:14][C:15]2=[CH:19][C:18]3=[N:17][N:16]2[C:11]=1[N:8]1[CH2:9][CH2:10][C:5]([CH3:48])([O:4][CH2:1][CH2:2][CH2:3][CH2:33][O:32][C:28]2[CH:27]=[C:26]([C:24]4[N:23]=[N:22][N:21]([CH:25]=4)[CH2:20]3)[CH:31]=[CH:30][CH:29]=2)[CH2:6][CH2:7]1)[C:38]([OH:40])=[O:39])([CH3:45])([CH3:46])[CH3:47]. The yield is 0.372.